From a dataset of Catalyst prediction with 721,799 reactions and 888 catalyst types from USPTO. Predict which catalyst facilitates the given reaction. (1) Reactant: Cl.[I:2][C:3]1[C:11]2[NH:10][C:9]3[CH2:12][CH2:13][NH:14][CH2:15][C:8]=3[C:7]=2[CH:6]=[CH:5][CH:4]=1.C(=O)([O-])[O-].[K+].[K+].[C:22](O[C:22]([O:24][C:25]([CH3:28])([CH3:27])[CH3:26])=[O:23])([O:24][C:25]([CH3:28])([CH3:27])[CH3:26])=[O:23]. Product: [I:2][C:3]1[C:11]2[NH:10][C:9]3[CH2:12][CH2:13][N:14]([C:22]([O:24][C:25]([CH3:28])([CH3:27])[CH3:26])=[O:23])[CH2:15][C:8]=3[C:7]=2[CH:6]=[CH:5][CH:4]=1. The catalyst class is: 172. (2) Reactant: C(=O)([O-])[O-].[Na+].[Na+].[CH2:7]([O:14][C:15]1[CH:20]=[CH:19][C:18](B(O)O)=[CH:17][C:16]=1[F:24])[C:8]1[CH:13]=[CH:12][CH:11]=[CH:10][CH:9]=1.Br[C:26]1[C:27]([NH2:32])=[N:28][CH:29]=[CH:30][CH:31]=1. Product: [CH2:7]([O:14][C:15]1[CH:20]=[CH:19][C:18]([C:26]2[C:27]([NH2:32])=[N:28][CH:29]=[CH:30][CH:31]=2)=[CH:17][C:16]=1[F:24])[C:8]1[CH:13]=[CH:12][CH:11]=[CH:10][CH:9]=1. The catalyst class is: 108.